This data is from Reaction yield outcomes from USPTO patents with 853,638 reactions. The task is: Predict the reaction yield, written as a fraction of the theoretical maximum amount of product (1.0 means a 100% yield; for example, 0.34 means a 34% yield). (1) The reactants are [OH:1][C@@H:2]1[CH2:6][N:5]([C:7]([O:9][C:10]([CH3:13])([CH3:12])[CH3:11])=[O:8])[C@H:4]([C:14]([O:16][CH2:17][CH2:18][Si:19]([CH3:22])([CH3:21])[CH3:20])=[O:15])[CH2:3]1.[C:23]1([C:29]2[NH:30][C:31]3[C:36]([C:37](=O)[CH:38]=2)=[CH:35][C:34]([CH:40]=[CH2:41])=[CH:33][CH:32]=3)[CH:28]=[CH:27][CH:26]=[CH:25][CH:24]=1.C1C=CC(P(C2C=CC=CC=2)C2C=CC=CC=2)=CC=1.CCOC(/N=N/C(OCC)=O)=O. The catalyst is C1COCC1. The product is [C:23]1([C:29]2[CH:38]=[C:37]([O:1][C@H:2]3[CH2:6][N:5]([C:7]([O:9][C:10]([CH3:12])([CH3:13])[CH3:11])=[O:8])[C@H:4]([C:14]([O:16][CH2:17][CH2:18][Si:19]([CH3:22])([CH3:21])[CH3:20])=[O:15])[CH2:3]3)[C:36]3[C:31](=[CH:32][CH:33]=[C:34]([CH:40]=[CH2:41])[CH:35]=3)[N:30]=2)[CH:28]=[CH:27][CH:26]=[CH:25][CH:24]=1. The yield is 0.500. (2) The reactants are [NH2:1][C:2]1[C:15]([O:16][CH2:17][C:18]2[CH:23]=[CH:22][CH:21]=[CH:20][CH:19]=2)=[CH:14][C:13]2[C@:12]34[CH2:24][CH2:25][N:26]([C:27]([O:29][CH2:30][C:31]5[CH:36]=[CH:35][CH:34]=[CH:33][CH:32]=5)=[O:28])[C@@H:6]([C@@H:7]3[CH2:8][CH2:9][CH2:10][CH2:11]4)[CH2:5][C:4]=2[CH:3]=1.Cl[C:38]1[CH:47]=[CH:46][CH:45]=[CH:44][C:39]=1[C:40]([O:42][CH3:43])=[O:41].C1C=CC(P(C2C(C3C(P(C4C=CC=CC=4)C4C=CC=CC=4)=CC=C4C=3C=CC=C4)=C3C(C=CC=C3)=CC=2)C2C=CC=CC=2)=CC=1.CC(C)([O-])C.[Na+]. The catalyst is C1(C)C=CC=CC=1.CC([O-])=O.CC([O-])=O.[Pd+2]. The product is [CH2:17]([O:16][C:15]1[C:2]([NH:1][C:38]2[CH:47]=[CH:46][CH:45]=[CH:44][C:39]=2[C:40]([O:42][CH3:43])=[O:41])=[CH:3][C:4]2[CH2:5][C@H:6]3[N:26]([C:27]([O:29][CH2:30][C:31]4[CH:32]=[CH:33][CH:34]=[CH:35][CH:36]=4)=[O:28])[CH2:25][CH2:24][C@@:12]4([C:13]=2[CH:14]=1)[C@H:7]3[CH2:8][CH2:9][CH2:10][CH2:11]4)[C:18]1[CH:23]=[CH:22][CH:21]=[CH:20][CH:19]=1. The yield is 0.280. (3) The reactants are [C:1]([C:5]1[CH:10]=[CH:9][C:8]([C:11]2[N:15]([CH3:16])[N:14]=[C:13]([C:17]([C:32]3[CH:37]=[CH:36][CH:35]=[CH:34][CH:33]=3)=[N:18][NH:19][C:20]([C:22]3[CH:31]=[CH:30][C:25]([C:26]([O:28]C)=[O:27])=[CH:24][CH:23]=3)=[O:21])[C:12]=2[OH:38])=[CH:7][CH:6]=1)([CH3:4])([CH3:3])[CH3:2].CO.[OH-].[Na+].Cl. The catalyst is O. The product is [C:1]([C:5]1[CH:6]=[CH:7][C:8]([C:11]2[N:15]([CH3:16])[N:14]=[C:13]([C:17]([C:32]3[CH:33]=[CH:34][CH:35]=[CH:36][CH:37]=3)=[N:18][NH:19][C:20]([C:22]3[CH:23]=[CH:24][C:25]([C:26]([OH:28])=[O:27])=[CH:30][CH:31]=3)=[O:21])[C:12]=2[OH:38])=[CH:9][CH:10]=1)([CH3:4])([CH3:2])[CH3:3]. The yield is 0.950. (4) The reactants are [F:1][C:2]([F:14])([F:13])[CH:3]([OH:12])[CH2:4][CH2:5][C:6]1[CH:11]=[CH:10][CH:9]=[CH:8][N:7]=1.[Si:15](Cl)([C:18]([CH3:21])([CH3:20])[CH3:19])([CH3:17])[CH3:16].N1C=CN=C1. The catalyst is ClCCl.CN(C)C1C=CN=CC=1. The product is [Si:15]([O:12][CH:3]([C:2]([F:1])([F:13])[F:14])[CH2:4][CH2:5][C:6]1[CH:11]=[CH:10][CH:9]=[CH:8][N:7]=1)([C:18]([CH3:21])([CH3:20])[CH3:19])([CH3:17])[CH3:16]. The yield is 0.890. (5) The reactants are [CH2:1]([N:8]1[CH2:13][CH2:12][C:11]([CH3:15])(O)[CH2:10][CH2:9]1)[C:2]1[CH:7]=[CH:6][CH:5]=[CH:4][CH:3]=1.[Al+3].[Cl-].[Cl-].[Cl-].[Cl:20][C:21]1[CH:26]=[CH:25][CH:24]=[CH:23][CH:22]=1. No catalyst specified. The product is [CH2:1]([N:8]1[CH2:13][CH2:12][C:11]([C:22]2[CH:23]=[CH:24][CH:25]=[CH:26][C:21]=2[Cl:20])([CH3:15])[CH2:10][CH2:9]1)[C:2]1[CH:7]=[CH:6][CH:5]=[CH:4][CH:3]=1. The yield is 0.100.